Task: Predict the reaction yield, written as a fraction of the theoretical maximum amount of product (1.0 means a 100% yield; for example, 0.34 means a 34% yield).. Dataset: Reaction yield outcomes from USPTO patents with 853,638 reactions The reactants are C([O:8][C:9]1[CH:18]=[C:17]2[C:12]([C:13]([O:19][C:20]3[CH:25]=[CH:24][C:23]([N+:26]([O-:28])=[O:27])=[CH:22][C:21]=3[F:29])=[CH:14][CH:15]=[N:16]2)=[CH:11][C:10]=1[O:30][CH3:31])C1C=CC=CC=1.Br. The catalyst is C(O)(=O)C.CCOCC. The product is [F:29][C:21]1[CH:22]=[C:23]([N+:26]([O-:28])=[O:27])[CH:24]=[CH:25][C:20]=1[O:19][C:13]1[C:12]2[C:17](=[CH:18][C:9]([OH:8])=[C:10]([O:30][CH3:31])[CH:11]=2)[N:16]=[CH:15][CH:14]=1. The yield is 0.975.